From a dataset of Forward reaction prediction with 1.9M reactions from USPTO patents (1976-2016). Predict the product of the given reaction. (1) Given the reactants NC1C=CNN=1.O/[CH:8]=[C:9]1\[C:10](=[O:18])[NH:11][C:12]2[C:17]\1=[CH:16][CH:15]=[CH:14][CH:13]=2.[C:19]([C:23]1[NH:27][N:26]=[C:25]([NH2:28])[CH:24]=1)([CH3:22])([CH3:21])[CH3:20], predict the reaction product. The product is: [C:19]([C:23]1[NH:27][N:26]=[C:25]([NH:28][CH:8]=[C:9]2[C:17]3[C:12](=[CH:13][CH:14]=[CH:15][CH:16]=3)[NH:11][C:10]2=[O:18])[CH:24]=1)([CH3:22])([CH3:21])[CH3:20]. (2) Given the reactants [F:1][C:2]1[CH:3]=[N:4][C:5]2[C:10]([C:11]=1[N:12]1[CH2:17][CH2:16][N:15]([CH2:18][CH2:19][NH2:20])[CH2:14][CH2:13]1)=[N:9][C:8]([O:21][CH3:22])=[CH:7][CH:6]=2.[O-]S([O-])(=O)=O.[Na+].[Na+].[O:30]=[C:31]1[CH2:36][S:35][C:34]2[CH:37]=[CH:38][C:39]([CH:41]=O)=[N:40][C:33]=2[NH:32]1.[BH4-].[Na+], predict the reaction product. The product is: [F:1][C:2]1[CH:3]=[N:4][C:5]2[C:10]([C:11]=1[N:12]1[CH2:17][CH2:16][N:15]([CH2:18][CH2:19][NH:20][CH2:41][C:39]3[CH:38]=[CH:37][C:34]4[S:35][CH2:36][C:31](=[O:30])[NH:32][C:33]=4[N:40]=3)[CH2:14][CH2:13]1)=[N:9][C:8]([O:21][CH3:22])=[CH:7][CH:6]=2. (3) Given the reactants [Cl:1][C:2]1[CH:26]=[CH:25][C:5]([C:6]([NH:8][CH:9]([CH2:13][C:14]2[C:23]3[C:18](=[CH:19][CH:20]=[CH:21][CH:22]=3)[NH:17][C:16](=[O:24])[CH:15]=2)[C:10]([OH:12])=[S:11])=[O:7])=[CH:4][CH:3]=1.Br[CH2:28][CH2:29][CH:30]1[O:34][CH2:33][CH2:32][O:31]1, predict the reaction product. The product is: [Cl:1][C:2]1[CH:3]=[CH:4][C:5]([C:6]([NH:8][CH:9]([CH2:13][C:14]2[C:23]3[C:18](=[CH:19][CH:20]=[CH:21][CH:22]=3)[NH:17][C:16](=[O:24])[CH:15]=2)[C:10]([S:11][CH2:28][CH2:29][CH:30]2[O:34][CH2:33][CH2:32][O:31]2)=[O:12])=[O:7])=[CH:25][CH:26]=1.